Dataset: Full USPTO retrosynthesis dataset with 1.9M reactions from patents (1976-2016). Task: Predict the reactants needed to synthesize the given product. (1) Given the product [NH2:7][C@H:6]1[CH2:5][CH2:4][N:3]([C:18]2[S:19][C:20]3[CH2:21][N:22]([C:27]([O:29][C:30]([CH3:32])([CH3:31])[CH3:33])=[O:28])[CH2:23][CH2:24][C:25]=3[N:26]=2)[C:2]1=[O:1], predict the reactants needed to synthesize it. The reactants are: [O:1]=[C:2]1[C@@H:6]([NH:7]C(OCC2C=CC=CC=2)=O)[CH2:5][CH2:4][N:3]1[C:18]1[S:19][C:20]2[CH2:21][N:22]([C:27]([O:29][C:30]([CH3:33])([CH3:32])[CH3:31])=[O:28])[CH2:23][CH2:24][C:25]=2[N:26]=1.C([O-])=O.[NH4+].C(Cl)Cl. (2) Given the product [CH3:1][C@@H:2]1[N:17]([C:18]([O:20][CH2:21][C:22]2[CH:27]=[CH:26][CH:25]=[CH:24][CH:23]=2)=[O:19])[CH2:16][CH2:15][C@@:4]2([NH:8][S:7](=[O:10])(=[O:9])[CH:6]=[CH:5]2)[CH2:3]1, predict the reactants needed to synthesize it. The reactants are: [CH3:1][C@@H:2]1[N:17]([C:18]([O:20][CH2:21][C:22]2[CH:27]=[CH:26][CH:25]=[CH:24][CH:23]=2)=[O:19])[CH2:16][CH2:15][C@@:4]2([NH:8][S:7](=[O:10])(=[O:9])[C:6](C(OC)=O)=[CH:5]2)[CH2:3]1.O.[Cl-].[Na+]. (3) Given the product [C:12]([O:11][C:9]([NH:16][C:17]1[CH:22]=[CH:21][C:20]([CH2:23][CH2:24][C:25]([O:27][CH2:28][CH3:29])=[O:26])=[C:19]([F:30])[CH:18]=1)=[O:10])([CH3:13])([CH3:14])[CH3:15], predict the reactants needed to synthesize it. The reactants are: [C:9](O[C:9]([O:11][C:12]([CH3:15])([CH3:14])[CH3:13])=[O:10])([O:11][C:12]([CH3:15])([CH3:14])[CH3:13])=[O:10].[NH2:16][C:17]1[CH:22]=[CH:21][C:20]([CH2:23][CH2:24][C:25]([O:27][CH2:28][CH3:29])=[O:26])=[C:19]([F:30])[CH:18]=1. (4) Given the product [I:19][C:20]1[NH:21][CH:22]=[CH:23][N:24]=1.[CH3:1][C:2]1=[CH:3][CH2:4][CH2:5][C@@:6]2([CH3:18])[O:8][C@H:7]2[C@H:9]2[O:17][C:15](=[O:16])[C:13](=[CH2:14])[C@@H:10]2[CH2:11][CH2:12]1, predict the reactants needed to synthesize it. The reactants are: [CH3:1][C:2]1=[CH:3][CH2:4][CH2:5][C@@:6]2([CH3:18])[O:8][C@H:7]2[C@H:9]2[O:17][C:15](=[O:16])[C:13](=[CH2:14])[C@@H:10]2[CH2:11][CH2:12]1.[I:19][C:20]1[NH:21][CH:22]=[CH:23][N:24]=1.